This data is from NCI-60 drug combinations with 297,098 pairs across 59 cell lines. The task is: Regression. Given two drug SMILES strings and cell line genomic features, predict the synergy score measuring deviation from expected non-interaction effect. (1) Drug 1: CC12CCC(CC1=CCC3C2CCC4(C3CC=C4C5=CN=CC=C5)C)O. Drug 2: CCCCC(=O)OCC(=O)C1(CC(C2=C(C1)C(=C3C(=C2O)C(=O)C4=C(C3=O)C=CC=C4OC)O)OC5CC(C(C(O5)C)O)NC(=O)C(F)(F)F)O. Cell line: SK-MEL-5. Synergy scores: CSS=0.0995, Synergy_ZIP=0.537, Synergy_Bliss=0.346, Synergy_Loewe=-1.60, Synergy_HSA=-2.11. (2) Drug 1: C1CC(=O)NC(=O)C1N2CC3=C(C2=O)C=CC=C3N. Drug 2: C1CNP(=O)(OC1)N(CCCl)CCCl. Cell line: SK-MEL-28. Synergy scores: CSS=2.89, Synergy_ZIP=0.186, Synergy_Bliss=0.0595, Synergy_Loewe=0.707, Synergy_HSA=0.0670. (3) Drug 1: CS(=O)(=O)OCCCCOS(=O)(=O)C. Drug 2: CC1C(C(CC(O1)OC2CC(CC3=C2C(=C4C(=C3O)C(=O)C5=CC=CC=C5C4=O)O)(C(=O)C)O)N)O. Cell line: BT-549. Synergy scores: CSS=29.2, Synergy_ZIP=-2.03, Synergy_Bliss=-2.39, Synergy_Loewe=-17.8, Synergy_HSA=-1.12. (4) Drug 1: COC1=CC(=CC(=C1O)OC)C2C3C(COC3=O)C(C4=CC5=C(C=C24)OCO5)OC6C(C(C7C(O6)COC(O7)C8=CC=CS8)O)O. Drug 2: CC(C)NC(=O)C1=CC=C(C=C1)CNNC.Cl. Cell line: HCT116. Synergy scores: CSS=53.3, Synergy_ZIP=-1.12, Synergy_Bliss=0.954, Synergy_Loewe=-26.4, Synergy_HSA=0.381. (5) Drug 1: CC12CCC(CC1=CCC3C2CCC4(C3CC=C4C5=CN=CC=C5)C)O. Drug 2: COC1=C2C(=CC3=C1OC=C3)C=CC(=O)O2. Cell line: NCI/ADR-RES. Synergy scores: CSS=9.70, Synergy_ZIP=-0.232, Synergy_Bliss=5.48, Synergy_Loewe=-3.59, Synergy_HSA=0.925.